From a dataset of TCR-epitope binding with 47,182 pairs between 192 epitopes and 23,139 TCRs. Binary Classification. Given a T-cell receptor sequence (or CDR3 region) and an epitope sequence, predict whether binding occurs between them. (1) The epitope is PROT_97E67BCC. The TCR CDR3 sequence is CASTRASTDTQYF. Result: 1 (the TCR binds to the epitope). (2) The epitope is IVTDFSVIK. The TCR CDR3 sequence is CASSHDIGNEQFF. Result: 1 (the TCR binds to the epitope). (3) The epitope is FLKEKGGL. The TCR CDR3 sequence is CASSLAWGRAESSYNEQFF. Result: 1 (the TCR binds to the epitope). (4) The epitope is VVYRGTTTY. The TCR CDR3 sequence is CAISGRAGGITGELFF. Result: 1 (the TCR binds to the epitope). (5) The epitope is LLMPILTLT. The TCR CDR3 sequence is CASSQATDRWYEQYF. Result: 1 (the TCR binds to the epitope). (6) Result: 0 (the TCR does not bind to the epitope). The TCR CDR3 sequence is CASSAGTGGSTDTQYF. The epitope is LLDFVRFMGV. (7) The epitope is KAYNVTQAF. The TCR CDR3 sequence is CASSQPEGGEETQYF. Result: 1 (the TCR binds to the epitope). (8) The epitope is FLNGSCGSV. The TCR CDR3 sequence is CASSWGLYEQYF. Result: 1 (the TCR binds to the epitope). (9) The epitope is ATDALMTGY. The TCR CDR3 sequence is CASSLVKGGPNQPQHF. Result: 0 (the TCR does not bind to the epitope). (10) The epitope is MLNIPSINV. The TCR CDR3 sequence is CASSPDMNTGELFF. Result: 0 (the TCR does not bind to the epitope).